Dataset: Forward reaction prediction with 1.9M reactions from USPTO patents (1976-2016). Task: Predict the product of the given reaction. (1) Given the reactants [C:1]([C:3]1[CH:8]=[CH:7][CH:6]=[CH:5][C:4]=1[S:9]([N:12]([CH3:14])[CH3:13])(=[O:11])=[O:10])#[N:2].Cl.[CH3:16][NH:17][OH:18].C(=O)([O-])[O-].[Na+].[Na+].[C:25]([C:32]([O:34][CH2:35][CH3:36])=[O:33])#[C:26][C:27]([O:29][CH2:30][CH3:31])=[O:28], predict the reaction product. The product is: [CH2:35]([O:34][C:32]([C:25]1([CH2:26][C:27]([O:29][CH2:30][CH3:31])=[O:28])[O:18][N:17]([CH3:16])[C:1]([C:3]2[CH:8]=[CH:7][CH:6]=[CH:5][C:4]=2[S:9](=[O:11])(=[O:10])[N:12]([CH3:14])[CH3:13])=[N:2]1)=[O:33])[CH3:36]. (2) Given the reactants O[C:2]1[CH:7]=[CH:6][C:5]([F:8])=[CH:4][C:3]=1[NH:9][C:10](=[O:21])[C:11]1[CH:16]=[C:15]([N+:17]([O-:19])=[O:18])[CH:14]=[CH:13][C:12]=1[F:20].O.C1(C)C=CC(S(O)(=O)=O)=CC=1, predict the reaction product. The product is: [N+:17]([C:15]1[CH:16]=[C:11]([C:10]2[O:21][C:2]3[CH:7]=[CH:6][C:5]([F:8])=[CH:4][C:3]=3[N:9]=2)[C:12]([F:20])=[CH:13][CH:14]=1)([O-:19])=[O:18]. (3) Given the reactants [F:1][C:2]1[CH:7]=[CH:6][C:5]([N:8]2[C:17](=[O:18])[C:16]3[C:11](=[CH:12][CH:13]=[CH:14][CH:15]=3)[NH:10][CH:9]2[C:19]2[CH:20]=[N:21][C:22]([O:25][CH3:26])=[CH:23][CH:24]=2)=[CH:4][C:3]=1[C:27]([F:30])([F:29])[F:28].ClCCCl.C([SiH](CC)CC)C.FC(F)(F)C(O)=O, predict the reaction product. The product is: [CH3:26][O:25][C:22]1[N:21]=[CH:20][C:19]([CH2:9][NH:10][C:11]2[CH:12]=[CH:13][CH:14]=[CH:15][C:16]=2[C:17]([NH:8][C:5]2[CH:6]=[CH:7][C:2]([F:1])=[C:3]([C:27]([F:28])([F:29])[F:30])[CH:4]=2)=[O:18])=[CH:24][CH:23]=1.